From a dataset of Reaction yield outcomes from USPTO patents with 853,638 reactions. Predict the reaction yield, written as a fraction of the theoretical maximum amount of product (1.0 means a 100% yield; for example, 0.34 means a 34% yield). (1) The reactants are Br[C:2]1[N:7]2[N:8]=[C:9]([NH2:11])[N:10]=[C:6]2[CH:5]=[CH:4][CH:3]=1.[CH3:12][CH:13]([C:15]1[CH:16]=[C:17](B(O)O)[CH:18]=[CH:19][CH:20]=1)[CH3:14]. The catalyst is C(#N)C.C(=O)([O-])[O-].[Na+].[Na+].Cl[Pd](Cl)([P](C1C=CC=CC=1)(C1C=CC=CC=1)C1C=CC=CC=1)[P](C1C=CC=CC=1)(C1C=CC=CC=1)C1C=CC=CC=1. The product is [CH3:12][CH:13]([C:15]1[CH:20]=[C:19]([C:2]2[N:7]3[N:8]=[C:9]([NH2:11])[N:10]=[C:6]3[CH:5]=[CH:4][CH:3]=2)[CH:18]=[CH:17][CH:16]=1)[CH3:14]. The yield is 0.630. (2) The reactants are [Br:1][C:2]1[CH:3]=[C:4]([N+:10]([O-:12])=[O:11])[C:5]([CH3:9])=[C:6]([CH:8]=1)N.B(F)(F)[F:14].CCOCC.N(OC(C)(C)C)=O. The catalyst is C1COCC1.ClCCl. The product is [Br:1][C:2]1[CH:3]=[C:4]([N+:10]([O-:12])=[O:11])[C:5]([CH3:9])=[C:6]([F:14])[CH:8]=1. The yield is 0.375. (3) The reactants are [N:1]1[C:8]([Cl:9])=[N:7][C:5](Cl)=[N:4][C:2]=1[Cl:3].C(N(CC)CC)C.[NH:17]1[CH2:22][CH2:21][O:20][CH2:19][CH2:18]1.O. The catalyst is CC(C)=O. The product is [Cl:9][C:8]1[N:1]=[C:2]([Cl:3])[N:4]=[C:5]([N:17]2[CH2:22][CH2:21][O:20][CH2:19][CH2:18]2)[N:7]=1. The yield is 0.690. (4) The product is [C:14]1([C:4]2[N:3]=[C:2]([NH:20][C:21]3[CH:26]=[CH:25][C:24]([S:27]([NH:30][CH3:31])(=[O:29])=[O:28])=[CH:23][CH:22]=3)[CH:7]=[C:6]([C:8]3[CH:13]=[CH:12][CH:11]=[CH:10][CH:9]=3)[N:5]=2)[CH:19]=[CH:18][CH:17]=[CH:16][CH:15]=1. The yield is 0.430. The reactants are Cl[C:2]1[CH:7]=[C:6]([C:8]2[CH:13]=[CH:12][CH:11]=[CH:10][CH:9]=2)[N:5]=[C:4]([C:14]2[CH:19]=[CH:18][CH:17]=[CH:16][CH:15]=2)[N:3]=1.[NH2:20][C:21]1[CH:26]=[CH:25][C:24]([S:27]([NH:30][CH3:31])(=[O:29])=[O:28])=[CH:23][CH:22]=1. The catalyst is CCCCO. (5) The reactants are OS(O)(=O)=O.[OH:6][CH2:7][C:8]([CH2:19][OH:20])([C:14]([O:16][CH2:17][CH3:18])=[O:15])[C:9]([O:11][CH2:12][CH3:13])=[O:10].[C:21](OCC)(OCC)([O:23][CH2:24][CH3:25])[CH3:22].C([O-])(O)=O.[Na+]. The catalyst is C1COCC1. The product is [CH2:21]([O:23][C:24]1([CH3:25])[O:6][CH2:7][C:8]([C:9]([O:11][CH2:12][CH3:13])=[O:10])([C:14]([O:16][CH2:17][CH3:18])=[O:15])[CH2:19][O:20]1)[CH3:22]. The yield is 0.890.